This data is from Catalyst prediction with 721,799 reactions and 888 catalyst types from USPTO. The task is: Predict which catalyst facilitates the given reaction. (1) Reactant: [N:1]1([C:7](=[O:9])[CH3:8])[CH2:6][CH2:5][NH:4][CH2:3][CH2:2]1.[C:10](=O)([O:19]N1C(=O)CCC1=O)[O:11][N:12]1[C:16](=[O:17])[CH2:15][CH2:14][C:13]1=[O:18].C(N(CC)CC)C. Product: [C:7]([N:1]1[CH2:6][CH2:5][N:4]([C:10]([O:11][N:12]2[C:16](=[O:17])[CH2:15][CH2:14][C:13]2=[O:18])=[O:19])[CH2:3][CH2:2]1)(=[O:9])[CH3:8]. The catalyst class is: 23. (2) Reactant: [C:1]([O:5][C:6](=[O:35])[CH2:7][O:8][C:9]1[C:18]2[CH2:17][CH2:16][CH2:15][C@@H:14]([N:19]([S:21]([C:24]3[CH:29]=[C:28]([C:30]([F:33])([F:32])[F:31])[CH:27]=[C:26](F)[CH:25]=3)(=[O:23])=[O:22])[CH3:20])[C:13]=2[CH:12]=[CH:11][CH:10]=1)([CH3:4])([CH3:3])[CH3:2].C(=O)([O-])[O-].[K+].[K+].[CH3:42][CH:43]([SH:45])[CH3:44].[Cl-].[NH4+]. Product: [C:1]([O:5][C:6](=[O:35])[CH2:7][O:8][C:9]1[C:18]2[CH2:17][CH2:16][CH2:15][C@@H:14]([N:19]([S:21]([C:24]3[CH:29]=[C:28]([C:30]([F:31])([F:33])[F:32])[CH:27]=[C:26]([S:45][CH:43]([CH3:44])[CH3:42])[CH:25]=3)(=[O:23])=[O:22])[CH3:20])[C:13]=2[CH:12]=[CH:11][CH:10]=1)([CH3:3])([CH3:2])[CH3:4]. The catalyst class is: 9. (3) Reactant: [CH2:1]([OH:10])[CH2:2][CH2:3][CH2:4][CH2:5][CH2:6][CH2:7][CH2:8][OH:9].Cl.C(N=C=NCCCN(C)C)C.[C:23](O)(=[O:27])[C:24]([CH3:26])=[CH2:25]. Product: [C:23]([O:9][CH2:8][CH2:7][CH2:6][CH2:5][CH2:4][CH2:3][CH2:2][CH2:1][OH:10])(=[O:27])[C:24]([CH3:26])=[CH2:25]. The catalyst class is: 4. (4) Reactant: [NH2:1][C:2]1[N:7]=[CH:6][C:5](/[CH:8]=[CH:9]/[C:10]([N:12]([CH3:24])[CH2:13][C:14]2[N:15]([CH3:23])[C:16]3[C:21]([CH:22]=2)=[CH:20][CH:19]=[CH:18][CH:17]=3)=[O:11])=[CH:4][CH:3]=1.[H-].[Na+].Br[CH2:28][C:29](OC)([O:31]C)[CH3:30]. Product: [CH3:24][N:12]([CH2:13][C:14]1[N:15]([CH3:23])[C:16]2[C:21]([CH:22]=1)=[CH:20][CH:19]=[CH:18][CH:17]=2)[C:10](=[O:11])/[CH:9]=[CH:8]/[C:5]1[CH:6]=[N:7][C:2]([NH:1][CH2:28][C:29](=[O:31])[CH3:30])=[CH:3][CH:4]=1. The catalyst class is: 3. (5) Reactant: [H-].[Na+].Cl[CH2:4][CH2:5][NH:6][C:7]([NH:9][C:10]1[CH:15]=[CH:14][C:13]([O:16][C:17]2[C:22]([C:23]3[CH:28]=[CH:27][N:26]=[C:25]([NH:29][CH3:30])[N:24]=3)=[CH:21][CH:20]=[CH:19][N:18]=2)=[C:12]([CH3:31])[CH:11]=1)=[O:8]. The catalyst class is: 1. Product: [CH3:31][C:12]1[CH:11]=[C:10]([N:9]2[CH2:4][CH2:5][NH:6][C:7]2=[O:8])[CH:15]=[CH:14][C:13]=1[O:16][C:17]1[C:22]([C:23]2[CH:28]=[CH:27][N:26]=[C:25]([NH:29][CH3:30])[N:24]=2)=[CH:21][CH:20]=[CH:19][N:18]=1. (6) The catalyst class is: 11. Product: [CH2:28]([NH:35][C@@H:7]1[C@H:11]2[O:12][CH2:13][C@@H:14]([O:15][S:16]([C:19]3[CH:24]=[CH:23][C:22]([CH3:25])=[CH:21][CH:20]=3)(=[O:17])=[O:18])[C@H:10]2[O:9][CH2:8]1)[C:29]1[CH:34]=[CH:33][CH:32]=[CH:31][CH:30]=1. Reactant: FC(F)(F)S(O[C@H:7]1[C@H:11]2[O:12][CH2:13][C@@H:14]([O:15][S:16]([C:19]3[CH:24]=[CH:23][C:22]([CH3:25])=[CH:21][CH:20]=3)(=[O:18])=[O:17])[C@H:10]2[O:9][CH2:8]1)(=O)=O.[CH2:28]([NH2:35])[C:29]1[CH:34]=[CH:33][CH:32]=[CH:31][CH:30]=1. (7) Reactant: [F:1][C:2]1[CH:3]=[C:4]([S:14]([NH:17][C:18]2[CH:19]=[C:20]([NH:26][C:27](=[O:39])[C@@H:28]([NH:31]C(=O)OC(C)(C)C)[CH2:29][OH:30])[CH:21]=[CH:22][C:23]=2[O:24][CH3:25])(=[O:16])=[O:15])[CH:5]=[CH:6][C:7]=1[C:8]1[O:9][C:10]([CH3:13])=[CH:11][CH:12]=1.[ClH:40]. Product: [ClH:40].[F:1][C:2]1[CH:3]=[C:4]([S:14]([NH:17][C:18]2[CH:19]=[C:20]([NH:26][C:27](=[O:39])[C@H:28]([CH2:29][OH:30])[NH2:31])[CH:21]=[CH:22][C:23]=2[O:24][CH3:25])(=[O:16])=[O:15])[CH:5]=[CH:6][C:7]=1[C:8]1[O:9][C:10]([CH3:13])=[CH:11][CH:12]=1. The catalyst class is: 12.